Task: Predict the product of the given reaction.. Dataset: Forward reaction prediction with 1.9M reactions from USPTO patents (1976-2016) (1) Given the reactants C(NC(C)C)(C)C.[Li]CCCC.CCCCCC.[CH3:19][CH:20]1[N:25]([CH2:26][C:27]2[CH:32]=[CH:31][CH:30]=[CH:29][CH:28]=2)[CH:24]([C:33]#[N:34])[CH2:23][CH2:22][CH2:21]1.[O:35]=[C:36]1[CH2:39][N:38]([C:40]([O:42][C:43]([CH3:46])([CH3:45])[CH3:44])=[O:41])[CH2:37]1, predict the reaction product. The product is: [C:33]([C:24]1([C:36]2([OH:35])[CH2:37][N:38]([C:40]([O:42][C:43]([CH3:45])([CH3:44])[CH3:46])=[O:41])[CH2:39]2)[CH2:23][CH2:22][CH2:21][CH:20]([CH3:19])[N:25]1[CH2:26][C:27]1[CH:32]=[CH:31][CH:30]=[CH:29][CH:28]=1)#[N:34]. (2) Given the reactants [C:1]([O:9][C:10]([CH3:13])([CH3:12])[CH3:11])(=[O:8])[CH2:2][C:3]([O:5][CH2:6][CH3:7])=[O:4].[H-].[Na+].[Cl:16][C:17]1[N:18]=[N:19][C:20](Cl)=[CH:21][CH:22]=1, predict the reaction product. The product is: [CH2:20]=[CH:21][CH2:22][CH2:13][CH2:10][CH3:12].[Cl:16][C:17]1[N:18]=[N:19][C:20]([CH:2]([C:3]([O:5][CH2:6][CH3:7])=[O:4])[C:1]([O:9][C:10]([CH3:12])([CH3:11])[CH3:13])=[O:8])=[CH:21][CH:22]=1. (3) Given the reactants C1(O[C:8](=O)[N:9](C)[CH2:10][CH2:11][N:12]2[CH2:18][CH2:17][CH2:16][CH2:15][C:14]3[CH:19]=[C:20]([NH:23][C:24]([C:26]4[S:27][CH:28]=[CH:29][CH:30]=4)=[NH:25])[CH:21]=[CH:22][C:13]2=3)C=CC=CC=1.[OH-].[Na+].O, predict the reaction product. The product is: [CH3:8][NH:9][CH2:10][CH2:11][N:12]1[CH2:18][CH2:17][CH2:16][CH2:15][C:14]2[CH:19]=[C:20]([NH:23][C:24]([C:26]3[S:27][CH:28]=[CH:29][CH:30]=3)=[NH:25])[CH:21]=[CH:22][C:13]1=2. (4) Given the reactants Cl[C:2]1[CH:7]=[N:6][CH:5]=[C:4]([Cl:8])[N:3]=1.C(N(C(C)C)C)(C)C.[C:17]1([C@@H:23]([NH2:25])[CH3:24])[CH:22]=[CH:21][CH:20]=[CH:19][CH:18]=1.O, predict the reaction product. The product is: [Cl:8][C:4]1[N:3]=[C:2]([NH:25][C@H:23]([C:17]2[CH:22]=[CH:21][CH:20]=[CH:19][CH:18]=2)[CH3:24])[CH:7]=[N:6][CH:5]=1. (5) Given the reactants [CH3:1][O:2][C:3](=[O:12])[C:4]1[CH:9]=[C:8]([Br:10])[CH:7]=[C:6](Br)[CH:5]=1.[N:13]1[CH:18]=[CH:17][CH:16]=[C:15]([NH2:19])[CH:14]=1.COC(=O)C1C=C(NC2C=NC=CC=2)C=C(C2C=CC=C3C=2C=CN3)C=1, predict the reaction product. The product is: [CH3:1][O:2][C:3](=[O:12])[C:4]1[CH:5]=[C:6]([NH:19][C:15]2[CH:14]=[N:13][CH:18]=[CH:17][CH:16]=2)[CH:7]=[C:8]([Br:10])[CH:9]=1. (6) Given the reactants CC1C(C)=CC2NC(C3C(NC(=O)CCC)=CNN=3)=NC=2C=1.[Cl:23][C:24]1[C:25]([O:39][CH3:40])=[CH:26][C:27]2[N:31]=[C:30]([C:32]3[C:36]([NH2:37])=[CH:35][NH:34][N:33]=3)[NH:29][C:28]=2[CH:38]=1.C(N(C(C)C)CC)(C)C.[N:50]1([C:56](Cl)=[O:57])[CH2:55][CH2:54][CH2:53][CH2:52][CH2:51]1, predict the reaction product. The product is: [Cl:23][C:24]1[C:25]([O:39][CH3:40])=[CH:26][C:27]2[N:31]=[C:30]([C:32]3[C:36]([NH:37][C:56]([N:50]4[CH2:55][CH2:54][CH2:53][CH2:52][CH2:51]4)=[O:57])=[CH:35][NH:34][N:33]=3)[NH:29][C:28]=2[CH:38]=1. (7) Given the reactants [Br:1][C:2]1[CH:10]=[C:9]2[C:5]([CH:6]=[C:7]([C:11]([O:13][CH2:14][CH3:15])=[O:12])[NH:8]2)=[CH:4][CH:3]=1.[H-].[Na+].Cl[CH2:19][C:20]#[N:21].O, predict the reaction product. The product is: [Br:1][C:2]1[CH:10]=[C:9]2[C:5]([CH:6]=[C:7]([C:11]([O:13][CH2:14][CH3:15])=[O:12])[N:8]2[CH2:19][C:20]#[N:21])=[CH:4][CH:3]=1. (8) Given the reactants [OH:1][C:2]1[C:9]([O:10][CH3:11])=[CH:8][CH:7]=[CH:6][C:3]=1[CH:4]=[O:5].C([O-])([O-])=O.[K+].[K+].I[CH2:19][CH:20]([CH3:22])[CH3:21], predict the reaction product. The product is: [CH2:19]([O:1][C:2]1[C:9]([O:10][CH3:11])=[CH:8][CH:7]=[CH:6][C:3]=1[CH:4]=[O:5])[CH:20]([CH3:22])[CH3:21]. (9) Given the reactants [CH3:1][NH:2][C:3]1[CH:16]=[CH:15][C:6]([O:7][C:8]2[CH:13]=[CH:12][N:11]=[C:10]([NH2:14])[CH:9]=2)=[CH:5][C:4]=1[N+:17]([O-:19])=[O:18].C(N(CC)CC)C.[Cl:27][CH2:28][C:29](Cl)=[O:30], predict the reaction product. The product is: [CH3:1][NH:2][C:3]1[CH:16]=[CH:15][C:6]([O:7][C:8]2[CH:13]=[CH:12][N:11]=[C:10]([NH:14][C:29](=[O:30])[CH2:28][Cl:27])[CH:9]=2)=[CH:5][C:4]=1[N+:17]([O-:19])=[O:18]. (10) The product is: [Cl:19][C:20]1[CH:35]=[CH:34][C:23]2[N:24]([C:47]([C:44]3[CH:45]=[CH:46][C:40]4[O:39][CH2:38][C:37](=[O:36])[NH:42][C:41]=4[CH:43]=3)=[O:48])[C@@H:25]([CH2:28][C:29]([O:31][CH2:32][CH3:33])=[O:30])[CH2:26][O:27][C:22]=2[CH:21]=1. Given the reactants C(P1(=O)OP(CCC)(=O)OP(CCC)(=O)O1)CC.[Cl:19][C:20]1[CH:35]=[CH:34][C:23]2[NH:24][C@@H:25]([CH2:28][C:29]([O:31][CH2:32][CH3:33])=[O:30])[CH2:26][O:27][C:22]=2[CH:21]=1.[O:36]=[C:37]1[NH:42][C:41]2[CH:43]=[C:44]([C:47](O)=[O:48])[CH:45]=[CH:46][C:40]=2[O:39][CH2:38]1.CCN(C(C)C)C(C)C, predict the reaction product.